Dataset: Reaction yield outcomes from USPTO patents with 853,638 reactions. Task: Predict the reaction yield, written as a fraction of the theoretical maximum amount of product (1.0 means a 100% yield; for example, 0.34 means a 34% yield). (1) The reactants are [NH2:1][C:2]1[S:3][C:4]([C:8]2[S:12][C:11]([S:13]([NH:16][CH2:17][CH2:18][N:19]3[CH2:24][CH2:23][O:22][CH2:21][CH2:20]3)(=[O:15])=[O:14])=[CH:10][CH:9]=2)=[C:5]([CH3:7])[N:6]=1.F[B-](F)(F)F.N1(OC(N(C)C)=[N+](C)C)C2C=CC=CC=2N=N1.[C:47]([O:55][CH3:56])(=[O:54])[CH2:48][CH2:49][CH2:50][C:51]([O-])=[O:52].C(N(CC)C(C)C)(C)C. The catalyst is C1COCC1.CCOC(C)=O. The product is [CH3:7][C:5]1[N:6]=[C:2]([NH:1][C:51](=[O:52])[CH2:50][CH2:49][CH2:48][C:47]([O:55][CH3:56])=[O:54])[S:3][C:4]=1[C:8]1[S:12][C:11]([S:13]([NH:16][CH2:17][CH2:18][N:19]2[CH2:20][CH2:21][O:22][CH2:23][CH2:24]2)(=[O:15])=[O:14])=[CH:10][CH:9]=1. The yield is 0.612. (2) The reactants are C(OC([N:8]1[CH2:13][CH2:12][CH:11]([O:14][C:15]2[CH:20]=[CH:19][CH:18]=[CH:17][N:16]=2)[CH2:10][CH2:9]1)=O)(C)(C)C.[ClH:21]. The catalyst is C(OCC)(=O)C. The product is [ClH:21].[ClH:21].[N:16]1[CH:17]=[CH:18][CH:19]=[CH:20][C:15]=1[O:14][CH:11]1[CH2:12][CH2:13][NH:8][CH2:9][CH2:10]1. The yield is 0.900. (3) The reactants are [CH3:1][O:2][C:3]1[CH:8]=[CH:7][C:6]([N:9]2[C:13]3[C:14](=[O:31])[N:15]([C:18]4[CH:23]=[CH:22][C:21]([N:24]5[CH:29]=[CH:28][CH:27]=[CH:26][C:25]5=[O:30])=[CH:20][CH:19]=4)[CH2:16][CH2:17][C:12]=3[C:11]([C:32]([O:34]CC)=[O:33])=[N:10]2)=[CH:5][CH:4]=1.[OH-].[Li+].CO.Cl. The catalyst is O.C1COCC1. The product is [CH3:1][O:2][C:3]1[CH:8]=[CH:7][C:6]([N:9]2[C:13]3[C:14](=[O:31])[N:15]([C:18]4[CH:19]=[CH:20][C:21]([N:24]5[CH:29]=[CH:28][CH:27]=[CH:26][C:25]5=[O:30])=[CH:22][CH:23]=4)[CH2:16][CH2:17][C:12]=3[C:11]([C:32]([OH:34])=[O:33])=[N:10]2)=[CH:5][CH:4]=1. The yield is 0.790. (4) The reactants are Br[C:2]1[CH:3]=[C:4]([CH:9]=[CH:10][C:11]=1[OH:12])[C:5]([O:7][CH3:8])=[O:6].[C:13]([Cu])#[N:14]. The catalyst is CN1C(=O)CCC1.O. The product is [C:13]([C:2]1[CH:3]=[C:4]([CH:9]=[CH:10][C:11]=1[OH:12])[C:5]([O:7][CH3:8])=[O:6])#[N:14]. The yield is 0.780. (5) The reactants are Br[C:2]1[N:3]([CH3:23])[C:4]([C:13]2[S:14][C:15]3[N:16]=[CH:17][N:18]=[C:19]([NH2:22])[C:20]=3[N:21]=2)=[C:5]([C:7]2[CH:12]=[CH:11][CH:10]=[CH:9][CH:8]=2)[N:6]=1.C(N(CC)CC)C.[C:31]([C:33]1([NH2:39])[CH2:38][CH2:37][CH2:36][CH2:35][CH2:34]1)#[CH:32]. The catalyst is [Cu]I.CN(C=O)C. The product is [NH2:39][C:33]1([C:31]#[C:32][C:2]2[N:3]([CH3:23])[C:4]([C:13]3[S:14][C:15]4[N:16]=[CH:17][N:18]=[C:19]([NH2:22])[C:20]=4[N:21]=3)=[C:5]([C:7]3[CH:12]=[CH:11][CH:10]=[CH:9][CH:8]=3)[N:6]=2)[CH2:38][CH2:37][CH2:36][CH2:35][CH2:34]1. The yield is 0.410. (6) The reactants are [Br:1][C:2]1[CH:3]=[CH:4][C:5]([OH:10])=[C:6]([CH:9]=1)[CH:7]=O.[NH2:11][CH2:12][CH2:13][OH:14].[BH4-].[Na+].[C:17](O[C:17]([O:19][C:20]([CH3:23])([CH3:22])[CH3:21])=[O:18])([O:19][C:20]([CH3:23])([CH3:22])[CH3:21])=[O:18]. The catalyst is C1COCC1.CO. The product is [C:20]([O:19][C:17](=[O:18])[N:11]([CH2:7][C:6]1[CH:9]=[C:2]([Br:1])[CH:3]=[CH:4][C:5]=1[OH:10])[CH2:12][CH2:13][OH:14])([CH3:23])([CH3:22])[CH3:21]. The yield is 0.980.